The task is: Binary Classification. Given a T-cell receptor sequence (or CDR3 region) and an epitope sequence, predict whether binding occurs between them.. This data is from TCR-epitope binding with 47,182 pairs between 192 epitopes and 23,139 TCRs. (1) The epitope is LPPAYTNSF. The TCR CDR3 sequence is CASSQDPQGPTEAFF. Result: 1 (the TCR binds to the epitope). (2) The epitope is LVLSVNPYV. The TCR CDR3 sequence is CSARDFAGDYGYTF. Result: 0 (the TCR does not bind to the epitope). (3) The epitope is FLNGSCGSV. The TCR CDR3 sequence is CASTFGGHEQYF. Result: 1 (the TCR binds to the epitope). (4) The epitope is RPRGEVRFL. The TCR CDR3 sequence is CASSQERGPGPVAFF. Result: 0 (the TCR does not bind to the epitope). (5) The epitope is KAYNVTQAF. The TCR CDR3 sequence is CASRIRGGHGDTQYF. Result: 1 (the TCR binds to the epitope). (6) The epitope is PROT_97E67BCC. The TCR CDR3 sequence is CASRALASGGEQFF. Result: 1 (the TCR binds to the epitope). (7) The epitope is RPRGEVRFL. The TCR CDR3 sequence is CASSSPVNTEAFF. Result: 0 (the TCR does not bind to the epitope). (8) The epitope is YEGNSPFHPL. The TCR CDR3 sequence is CASSDRDNYEQYF. Result: 0 (the TCR does not bind to the epitope). (9) The epitope is YFPLQSYGF. The TCR CDR3 sequence is CASSFLATGTYNEQFF. Result: 1 (the TCR binds to the epitope). (10) The epitope is SLFNTVATLY. The TCR CDR3 sequence is CASGRDEQFF. Result: 0 (the TCR does not bind to the epitope).